From a dataset of Peptide-MHC class I binding affinity with 185,985 pairs from IEDB/IMGT. Regression. Given a peptide amino acid sequence and an MHC pseudo amino acid sequence, predict their binding affinity value. This is MHC class I binding data. (1) The peptide sequence is YLIIICVLVV. The MHC is HLA-A02:02 with pseudo-sequence HLA-A02:02. The binding affinity (normalized) is 0.358. (2) The peptide sequence is FYFTNDVSF. The MHC is HLA-A24:02 with pseudo-sequence HLA-A24:02. The binding affinity (normalized) is 0.266. (3) The peptide sequence is EARIVDKFGK. The MHC is HLA-A11:01 with pseudo-sequence HLA-A11:01. The binding affinity (normalized) is 0.274. (4) The peptide sequence is TEDQGHFPL. The MHC is HLA-A69:01 with pseudo-sequence HLA-A69:01. The binding affinity (normalized) is 0.0847. (5) The peptide sequence is HRIQEELFY. The MHC is HLA-A31:01 with pseudo-sequence HLA-A31:01. The binding affinity (normalized) is 0.0847. (6) The peptide sequence is FPRGQGVPI. The MHC is HLA-A68:02 with pseudo-sequence HLA-A68:02. The binding affinity (normalized) is 0.268. (7) The peptide sequence is EIKNRDKIV. The MHC is HLA-A11:01 with pseudo-sequence HLA-A11:01. The binding affinity (normalized) is 0. (8) The peptide sequence is WYKMWRVSK. The MHC is HLA-B46:01 with pseudo-sequence HLA-B46:01. The binding affinity (normalized) is 0.0847. (9) The peptide sequence is TKAGMAQYL. The MHC is HLA-A02:11 with pseudo-sequence HLA-A02:11. The binding affinity (normalized) is 0.0847. (10) The MHC is HLA-A23:01 with pseudo-sequence HLA-A23:01. The binding affinity (normalized) is 0.623. The peptide sequence is RYPLTFGW.